Dataset: Peptide-MHC class II binding affinity with 134,281 pairs from IEDB. Task: Regression. Given a peptide amino acid sequence and an MHC pseudo amino acid sequence, predict their binding affinity value. This is MHC class II binding data. (1) The peptide sequence is SQDEELSWNLNGLQAY. The MHC is DRB1_0802 with pseudo-sequence DRB1_0802. The binding affinity (normalized) is 0.210. (2) The peptide sequence is INEPTAAAIAYLLDR. The MHC is HLA-DQA10401-DQB10402 with pseudo-sequence HLA-DQA10401-DQB10402. The binding affinity (normalized) is 0.711. (3) The peptide sequence is DPMVQIPRLVANNTR. The MHC is DRB1_1602 with pseudo-sequence DRB1_1602. The binding affinity (normalized) is 0.197. (4) The peptide sequence is AASDFWGGAGSAACQ. The MHC is HLA-DPA10103-DPB10401 with pseudo-sequence HLA-DPA10103-DPB10401. The binding affinity (normalized) is 0.197. (5) The peptide sequence is LELKKLGEVSWEEEA. The MHC is DRB1_1101 with pseudo-sequence DRB1_1101. The binding affinity (normalized) is 0.163. (6) The MHC is DRB1_0101 with pseudo-sequence DRB1_0101. The binding affinity (normalized) is 0.828. The peptide sequence is AYFVGYLKPTTFMLK.